This data is from Forward reaction prediction with 1.9M reactions from USPTO patents (1976-2016). The task is: Predict the product of the given reaction. (1) Given the reactants [I-].C(OC([NH:9][C:10]([CH3:20])([CH3:19])[CH2:11][N+:12]1([CH3:18])[CH2:17][CH2:16][O:15][CH2:14][CH2:13]1)=O)(C)(C)C.[ClH:21], predict the reaction product. The product is: [Cl-:21].[NH2:9][C:10]([CH3:20])([CH3:19])[CH2:11][N+:12]1([CH3:18])[CH2:13][CH2:14][O:15][CH2:16][CH2:17]1. (2) Given the reactants [Cl:1][C:2]1[CH:21]=[C:20]([C:22]([F:25])([F:24])[F:23])[CH:19]=[CH:18][C:3]=1[CH2:4][N:5]1[C:9](/[CH:10]=[CH:11]/[C:12]([O:14][CH2:15][CH3:16])=[O:13])=[CH:8][C:7]([OH:17])=[N:6]1.[O:26]1[CH2:31][CH2:30][CH:29](O)[CH2:28][CH2:27]1.C(P(CCCC)CCCC)CCC.N(C(N1CCCCC1)=O)=NC(N1CCCCC1)=O, predict the reaction product. The product is: [Cl:1][C:2]1[CH:21]=[C:20]([C:22]([F:25])([F:23])[F:24])[CH:19]=[CH:18][C:3]=1[CH2:4][N:5]1[C:9](/[CH:10]=[CH:11]/[C:12]([O:14][CH2:15][CH3:16])=[O:13])=[CH:8][C:7]([O:17][CH:29]2[CH2:30][CH2:31][O:26][CH2:27][CH2:28]2)=[N:6]1. (3) Given the reactants [CH3:1][S:2][C:3]1[N:7]=[C:6]([SH:8])[S:5][N:4]=1.[CH3:9][O:10][C:11]1[CH:16]=[CH:15][C:14]([C:17]2[CH:22]=[CH:21][C:20]([S:23]([NH:26][CH:27]([CH2:32][CH:33]3[O:35][CH2:34]3)[C:28]([O:30]C)=[O:29])(=[O:25])=[O:24])=[CH:19][CH:18]=2)=[CH:13][CH:12]=1, predict the reaction product. The product is: [CH3:9][O:10][C:11]1[CH:12]=[CH:13][C:14]([C:17]2[CH:18]=[CH:19][C:20]([S:23]([NH:26][CH:27]([CH2:32][CH:33]([OH:35])[CH2:34][S:8][C:6]3[S:5][N:4]=[C:3]([S:2][CH3:1])[N:7]=3)[C:28]([OH:30])=[O:29])(=[O:24])=[O:25])=[CH:21][CH:22]=2)=[CH:15][CH:16]=1. (4) Given the reactants [CH3:1][O:2][C:3]1[CH:9]=[CH:8][C:7]([O:10][CH3:11])=[CH:6][C:4]=1[NH2:5].[C:12]1(=O)[O:17][C:15](=[O:16])[C:14]2=[CH:18][CH:19]=[CH:20][CH:21]=[C:13]12, predict the reaction product. The product is: [CH3:1][O:2][C:3]1[CH:9]=[CH:8][C:7]([O:10][CH3:11])=[CH:6][C:4]=1[N:5]1[C:15](=[O:16])[C:14]2[C:13](=[CH:21][CH:20]=[CH:19][CH:18]=2)[C:12]1=[O:17].